Dataset: Forward reaction prediction with 1.9M reactions from USPTO patents (1976-2016). Task: Predict the product of the given reaction. The product is: [NH2:8][C:9]1[N:10]=[C:11]([O:33][CH2:34][CH3:35])[C:12]([S:18][C:19]2[N:24]=[C:23]([NH:25][C:26](=[O:28])[CH3:27])[CH:22]=[C:21]([NH:29][C:30](=[O:32])[CH3:31])[N:20]=2)=[C:13]([O:15][CH2:16][CH3:17])[N:14]=1. Given the reactants COC1C=CC(C[N:8](CC2C=CC(OC)=CC=2)[C:9]2[N:14]=[C:13]([O:15][CH2:16][CH3:17])[C:12]([S:18][C:19]3[N:24]=[C:23]([NH:25][C:26](=[O:28])[CH3:27])[CH:22]=[C:21]([NH:29][C:30](=[O:32])[CH3:31])[N:20]=3)=[C:11]([O:33][CH2:34][CH3:35])[N:10]=2)=CC=1, predict the reaction product.